From a dataset of hERG Central: cardiac toxicity at 1µM, 10µM, and general inhibition. Predict hERG channel inhibition at various concentrations. (1) The compound is CCOC(=O)N1CCN(Cc2nc(N)nc(Nc3ccc(OC)cc3)n2)CC1. Results: hERG_inhib (hERG inhibition (general)): blocker. (2) The compound is Cc1ccc(-c2c[n+](Cc3ccc(Cl)c(Cl)c3)c3n2CCC3)cc1.[Cl-]. Results: hERG_inhib (hERG inhibition (general)): blocker.